From a dataset of Reaction yield outcomes from USPTO patents with 853,638 reactions. Predict the reaction yield, written as a fraction of the theoretical maximum amount of product (1.0 means a 100% yield; for example, 0.34 means a 34% yield). (1) The reactants are C[O:2][C:3](=[O:24])[C:4]1[CH:9]=[C:8]([C:10]2[S:11][CH:12]=[C:13]([C:15]3[CH:20]=[CH:19][C:18]([Cl:21])=[C:17]([Cl:22])[CH:16]=3)[N:14]=2)[CH:7]=[CH:6][C:5]=1Br.[C:25]([C:27]1[CH:32]=[CH:31][CH:30]=[CH:29][C:28]=1B(O)O)#[N:26]. No catalyst specified. The product is [C:25]([C:27]1[CH:32]=[CH:31][CH:30]=[CH:29][C:28]=1[C:5]1[C:4]([C:3]([OH:2])=[O:24])=[CH:9][C:8]([C:10]2[S:11][CH:12]=[C:13]([C:15]3[CH:20]=[CH:19][C:18]([Cl:21])=[C:17]([Cl:22])[CH:16]=3)[N:14]=2)=[CH:7][CH:6]=1)#[N:26]. The yield is 0.0100. (2) The reactants are [Cl:1][C:2]1[N:3]([CH2:10][CH2:11][C:12]2([CH3:15])[CH2:14][O:13]2)[CH:4]=[C:5]([N+:7]([O-:9])=[O:8])[N:6]=1.[CH2:16]([O:23][C:24]1[CH:29]=[CH:28][C:27]([OH:30])=[CH:26][CH:25]=1)[C:17]1[CH:22]=[CH:21][CH:20]=[CH:19][CH:18]=1. No catalyst specified. The product is [CH2:16]([O:23][C:24]1[CH:25]=[CH:26][C:27]([O:30][CH2:14][C:12]([CH3:15])([OH:13])[CH2:11][CH2:10][N:3]2[CH:4]=[C:5]([N+:7]([O-:9])=[O:8])[N:6]=[C:2]2[Cl:1])=[CH:28][CH:29]=1)[C:17]1[CH:18]=[CH:19][CH:20]=[CH:21][CH:22]=1. The yield is 0.790. (3) The reactants are [F:1][C:2]1[CH:7]=[C:6]([F:8])[CH:5]=[CH:4][C:3]=1[NH:9][S:10]([CH2:13][CH2:14][CH3:15])(=[O:12])=[O:11].C([N-]C(C)C)(C)C.[Li+].C([Li])CCC.C(NC(C)C)(C)C.CN(C)[CH:38]=[O:39]. The catalyst is O1CCCC1.O. The product is [F:1][C:2]1[C:7]([CH:38]=[O:39])=[C:6]([F:8])[CH:5]=[CH:4][C:3]=1[NH:9][S:10]([CH2:13][CH2:14][CH3:15])(=[O:12])=[O:11]. The yield is 0.180. (4) The yield is 0.800. The catalyst is CCO. The reactants are Cl.[NH2:2][OH:3].CC(O)=O.[Cl:8][C:9]1[C:14]([CH:15]=O)=[C:13]([Cl:17])[N:12]=[C:11]([S:18][CH3:19])[N:10]=1. The product is [Cl:8][C:9]1[C:14]([CH:15]=[N:2][OH:3])=[C:13]([Cl:17])[N:12]=[C:11]([S:18][CH3:19])[N:10]=1. (5) The reactants are [O:1]1[C:5]2[CH:6]=[CH:7][CH:8]=[CH:9][C:4]=2[CH:3]=[CH:2]1.[C:10]([O:14][C:15]([N:17]1[CH2:22][CH2:21][CH2:20][CH2:19][CH:18]1[C:23](=[O:28])N(OC)C)=[O:16])([CH3:13])([CH3:12])[CH3:11].[Cl-].[NH4+]. The catalyst is C1COCC1. The product is [O:1]1[C:5]2[CH:6]=[CH:7][CH:8]=[CH:9][C:4]=2[CH:3]=[C:2]1[C:23]([CH:18]1[CH2:19][CH2:20][CH2:21][CH2:22][N:17]1[C:15]([O:14][C:10]([CH3:13])([CH3:12])[CH3:11])=[O:16])=[O:28]. The yield is 0.260. (6) The reactants are [CH3:1][C:2]1[CH:8]=[C:7]([C:9]([OH:18])([C:14]([F:17])([F:16])[F:15])[C:10]([F:13])([F:12])[F:11])[CH:6]=[C:5]([CH3:19])[C:3]=1[NH2:4].[N+:20]([C:23]1[CH:24]=[C:25]([CH:29]=[CH:30][CH:31]=1)[C:26](Cl)=[O:27])([O-:22])=[O:21].N1C=CC=CC=1.C(=O)([O-])O.[Na+]. The catalyst is O.C(OCC)(=O)C.O1CCCC1. The product is [CH3:1][C:2]1[CH:8]=[C:7]([C:9]([OH:18])([C:10]([F:12])([F:13])[F:11])[C:14]([F:15])([F:16])[F:17])[CH:6]=[C:5]([CH3:19])[C:3]=1[NH:4][C:26](=[O:27])[C:25]1[CH:29]=[CH:30][CH:31]=[C:23]([N+:20]([O-:22])=[O:21])[CH:24]=1. The yield is 0.950.